Dataset: Catalyst prediction with 721,799 reactions and 888 catalyst types from USPTO. Task: Predict which catalyst facilitates the given reaction. (1) Reactant: [CH2:1]([C@H:5]1[C@H:13]([CH3:14])[O:12][C:11](=[O:15])[C@@H:10]([NH:16][C:17](=[O:23])[O:18][C:19]([CH3:22])([CH3:21])[CH3:20])[CH2:9][CH2:8][CH2:7][C@@H:6]1[OH:24])[CH2:2][CH2:3][CH3:4].[C:25](Cl)(=[O:29])[CH:26]([CH3:28])[CH3:27]. Product: [C:25]([O:24][C@H:6]1[CH2:7][CH2:8][CH2:9][C@H:10]([NH:16][C:17]([O:18][C:19]([CH3:22])([CH3:21])[CH3:20])=[O:23])[C:11](=[O:15])[O:12][C@@H:13]([CH3:14])[C@@H:5]1[CH2:1][CH2:2][CH2:3][CH3:4])(=[O:29])[CH:26]([CH3:28])[CH3:27]. The catalyst class is: 383. (2) Reactant: [CH3:1][O:2][C:3]1[CH:4]=[C:5]([C:11]([C:13]2[C:14]3[CH:25]=[C:24]([OH:26])[C:23]4[C:18](=[CH:19][CH:20]=[CH:21][CH:22]=4)[C:15]=3[O:16][CH:17]=2)=[O:12])[CH:6]=[CH:7][C:8]=1[O:9][CH3:10].[N+]([O-])(O)=[O:28].O.C(Cl)(Cl)Cl.CO. Product: [CH3:1][O:2][C:3]1[CH:4]=[C:5]([CH:6]=[CH:7][C:8]=1[O:9][CH3:10])[C:11]([C:13]1[C:14]2[C:25](=[O:28])[C:24](=[O:26])[C:23]3[C:18](=[CH:19][CH:20]=[CH:21][CH:22]=3)[C:15]=2[O:16][CH:17]=1)=[O:12]. The catalyst class is: 15. (3) Reactant: [NH:1]1[CH2:11][CH2:10][CH:4]([C:5]([O:7][CH2:8][CH3:9])=[O:6])[CH2:3][CH2:2]1.C(N(CC)CC)C.Cl[C:20]1[N:29]=[C:28]([NH:30][CH2:31][C:32]2[CH:37]=[CH:36][C:35]3[O:38][CH2:39][O:40][C:34]=3[CH:33]=2)[C:27]2[C:22](=[CH:23][CH:24]=[C:25]([C:41]#[N:42])[CH:26]=2)[N:21]=1. Product: [CH2:8]([O:7][C:5]([CH:4]1[CH2:3][CH2:2][N:1]([C:20]2[N:29]=[C:28]([NH:30][CH2:31][C:32]3[CH:37]=[CH:36][C:35]4[O:38][CH2:39][O:40][C:34]=4[CH:33]=3)[C:27]3[C:22](=[CH:23][CH:24]=[C:25]([C:41]#[N:42])[CH:26]=3)[N:21]=2)[CH2:11][CH2:10]1)=[O:6])[CH3:9]. The catalyst class is: 41. (4) Reactant: Br[C:2]1[CH:3]=[C:4]2[C:9](=[CH:10][CH:11]=1)[C:8]([Cl:12])=[N:7][C:6]([Cl:13])=[CH:5]2.C([Li])CCC.CN(C)[CH:21]=[O:22]. Product: [Cl:12][C:8]1[C:9]2[C:4](=[CH:3][C:2]([CH:21]=[O:22])=[CH:11][CH:10]=2)[CH:5]=[C:6]([Cl:13])[N:7]=1. The catalyst class is: 7. (5) Reactant: [F:1][C:2]1[CH:7]=[C:6]([F:8])[CH:5]=[CH:4][C:3]=1[C@@H:9]1[CH2:13][NH:12][CH2:11][C@H:10]1[C:14]([O:16][CH3:17])=[O:15].C=O.[C:20](O)(=O)C.C(O[BH-](OC(=O)C)OC(=O)C)(=O)C.[Na+]. Product: [F:1][C:2]1[CH:7]=[C:6]([F:8])[CH:5]=[CH:4][C:3]=1[C@@H:9]1[CH2:13][N:12]([CH3:20])[CH2:11][C@H:10]1[C:14]([O:16][CH3:17])=[O:15]. The catalyst class is: 4. (6) Reactant: Br[C:2]1[O:11][C:5]2[N:6]=[CH:7][NH:8][C:9](=[O:10])[C:4]=2[C:3]=1[C:12]1[CH:17]=[CH:16][CH:15]=[CH:14][CH:13]=1.CC1(C)C(C)(C)OB([C:26]2[CH:39]=[CH:38][C:29]([O:30][CH2:31][CH2:32][N:33]3[CH2:37][CH2:36][CH2:35][CH2:34]3)=[CH:28][CH:27]=2)O1.C(=O)([O-])[O-].[K+].[K+].COCCOC. Product: [C:12]1([C:3]2[C:4]3[C:9](=[O:10])[NH:8][CH:7]=[N:6][C:5]=3[O:11][C:2]=2[C:26]2[CH:27]=[CH:28][C:29]([O:30][CH2:31][CH2:32][N:33]3[CH2:34][CH2:35][CH2:36][CH2:37]3)=[CH:38][CH:39]=2)[CH:17]=[CH:16][CH:15]=[CH:14][CH:13]=1. The catalyst class is: 6. (7) Reactant: [C:1]1([CH2:7][CH2:8][CH2:9][C:10]([OH:12])=[O:11])[CH:6]=[CH:5][CH:4]=[CH:3][CH:2]=1.S(=O)(=O)(O)O.[CH3:18]O. Product: [CH3:18][O:11][C:10](=[O:12])[CH2:9][CH2:8][CH2:7][C:1]1[CH:6]=[CH:5][CH:4]=[CH:3][CH:2]=1. The catalyst class is: 6.